Dataset: TCR-epitope binding with 47,182 pairs between 192 epitopes and 23,139 TCRs. Task: Binary Classification. Given a T-cell receptor sequence (or CDR3 region) and an epitope sequence, predict whether binding occurs between them. (1) The epitope is KRWIILGLNK. The TCR CDR3 sequence is CASRKKVGFYEQYF. Result: 0 (the TCR does not bind to the epitope). (2) The epitope is KTSVDCTMYI. The TCR CDR3 sequence is CASSQSTGLYEQYF. Result: 0 (the TCR does not bind to the epitope). (3) The epitope is LLALHRSYL. The TCR CDR3 sequence is CASSYMDQETQYF. Result: 1 (the TCR binds to the epitope). (4) The epitope is EILDITPCSF. The TCR CDR3 sequence is CASSSTGLSYEQYF. Result: 1 (the TCR binds to the epitope). (5) The epitope is QECVRGTTVL. The TCR CDR3 sequence is CASSFDGSDNEQFF. Result: 0 (the TCR does not bind to the epitope). (6) The epitope is VVYRGTTTY. The TCR CDR3 sequence is CAIWEGGGTDTQYF. Result: 1 (the TCR binds to the epitope).